From a dataset of Full USPTO retrosynthesis dataset with 1.9M reactions from patents (1976-2016). Predict the reactants needed to synthesize the given product. Given the product [F:1][C:2]1[C:7]([F:8])=[C:6]([OH:9])[CH:5]=[CH:4][C:3]=1[N:17]1[C:25]2[CH:24]=[CH:23][CH:22]=[C:21]([OH:26])[C:20]=2[CH:19]=[CH:18]1, predict the reactants needed to synthesize it. The reactants are: [F:1][C:2]1[C:7]([F:8])=[C:6]([O:9]CC2C=CC=CC=2)[CH:5]=[CH:4][C:3]=1[N:17]1[C:25]2[C:20](=[C:21]([O:26]CC3C=CC=CC=3)[CH:22]=[CH:23][CH:24]=2)[CH:19]=[CH:18]1.